Dataset: Catalyst prediction with 721,799 reactions and 888 catalyst types from USPTO. Task: Predict which catalyst facilitates the given reaction. Reactant: [Cl:1][C:2]1[CH:3]=[C:4]([CH:18]=[CH:19][C:20]=1[Cl:21])[CH2:5][N:6]1[C:15](=[O:16])[C:14]2[C:9](=[CH:10][CH:11]=[C:12]([NH2:17])[CH:13]=2)[N:8]=[CH:7]1.[CH2:22]([N:27]=[C:28]=[O:29])[CH2:23][CH2:24][CH2:25][CH3:26].C([O-])([O-])=O.[Na+].[Na+]. Product: [Cl:1][C:2]1[CH:3]=[C:4]([CH:18]=[CH:19][C:20]=1[Cl:21])[CH2:5][N:6]1[C:15](=[O:16])[C:14]2[C:9](=[CH:10][CH:11]=[C:12]([NH:17][C:28]([NH:27][CH2:22][CH2:23][CH2:24][CH2:25][CH3:26])=[O:29])[CH:13]=2)[N:8]=[CH:7]1. The catalyst class is: 38.